Binary Classification. Given a T-cell receptor sequence (or CDR3 region) and an epitope sequence, predict whether binding occurs between them. From a dataset of TCR-epitope binding with 47,182 pairs between 192 epitopes and 23,139 TCRs. (1) The epitope is EEHVQIHTI. The TCR CDR3 sequence is CASSQWPGTGESNEQFF. Result: 0 (the TCR does not bind to the epitope). (2) Result: 1 (the TCR binds to the epitope). The epitope is SEVGPEHSLAEY. The TCR CDR3 sequence is CASTHGPAGDEQYF. (3) The epitope is LEPLVDLPI. The TCR CDR3 sequence is CASSYLGQVISEQYF. Result: 1 (the TCR binds to the epitope). (4) The epitope is HPKVSSEVHI. The TCR CDR3 sequence is CASSQENRQGRYEQYF. Result: 1 (the TCR binds to the epitope). (5) The epitope is GTSGSPIINR. The TCR CDR3 sequence is CASSLGTTEAFF. Result: 1 (the TCR binds to the epitope).